From a dataset of Full USPTO retrosynthesis dataset with 1.9M reactions from patents (1976-2016). Predict the reactants needed to synthesize the given product. (1) The reactants are: [NH2:1][C:2]1[S:6][C:5]([C:7]([O-:9])=[O:8])=[C:4]([CH3:10])[CH:3]=1.N1C=CC=[CH:13][CH:12]=1.Cl[C:18]([O:20][C:21]1[CH:26]=[CH:25][CH:24]=[CH:23][CH:22]=1)=[O:19]. Given the product [CH3:10][C:4]1[CH:3]=[C:2]([NH:1][C:18]([O:20][C:21]2[CH:26]=[CH:25][CH:24]=[CH:23][CH:22]=2)=[O:19])[S:6][C:5]=1[C:7]([O:9][CH2:12][CH3:13])=[O:8], predict the reactants needed to synthesize it. (2) Given the product [Br:1][C:2]1[CH:7]=[CH:6][C:5]([C@H:8]([OH:10])[CH3:9])=[CH:4][C:3]=1[CH3:11], predict the reactants needed to synthesize it. The reactants are: [Br:1][C:2]1[CH:7]=[CH:6][C:5]([C:8](=[O:10])[CH3:9])=[CH:4][C:3]=1[CH3:11].B1(C)OC(C2C=CC=CC=2)(C2C=CC=CC=2)[C@H]2N1CCC2.CSC.B.C(O)(=O)C.